Dataset: Catalyst prediction with 721,799 reactions and 888 catalyst types from USPTO. Task: Predict which catalyst facilitates the given reaction. Reactant: [C:1]1([N:7]2[CH:11]=[CH:10][C:9]([NH:12][C:13]3[CH:17]=[C:16]([CH3:18])[N:15]([C:19]4[CH:24]=[CH:23][CH:22]=[CH:21][CH:20]=4)[N:14]=3)=[N:8]2)[CH:6]=[CH:5][CH:4]=[CH:3][CH:2]=1.[C:25]([C:29]1[CH:30]=[C:31](Br)[CH:32]=[C:33]([C:35]([CH3:38])([CH3:37])[CH3:36])[CH:34]=1)([CH3:28])([CH3:27])[CH3:26].CC(C)([O-])C.[Na+].C(P(C(C)(C)C)C1(C)CC1(C1C=CC=CC=1)C1C=CC=CC=1)(C)(C)C.[Cl-].[NH4+]. Product: [C:1]1([N:7]2[CH:11]=[CH:10][C:9]([N:12]([C:13]3[CH:17]=[C:16]([CH3:18])[N:15]([C:19]4[CH:20]=[CH:21][CH:22]=[CH:23][CH:24]=4)[N:14]=3)[C:31]3[CH:30]=[C:29]([C:25]([CH3:27])([CH3:26])[CH3:28])[CH:34]=[C:33]([C:35]([CH3:38])([CH3:37])[CH3:36])[CH:32]=3)=[N:8]2)[CH:6]=[CH:5][CH:4]=[CH:3][CH:2]=1. The catalyst class is: 113.